Dataset: Catalyst prediction with 721,799 reactions and 888 catalyst types from USPTO. Task: Predict which catalyst facilitates the given reaction. (1) Reactant: C[CH:2]([NH2:4])[CH3:3].CCN([CH:11]([CH3:13])[CH3:12])C(C)C.C[N:15]([C:17]([O:21]N1N=NC2C=CC=NC1=2)=[N+](C)C)C.F[P-](F)(F)(F)(F)F. Product: [C:17]([NH2:15])(=[O:21])[C:11]1[CH:12]=[CH:3][CH:2]=[N:4][CH:13]=1. The catalyst class is: 3. (2) The catalyst class is: 13. Reactant: CO[C:3]([C:5]1[CH:10]=[CH:9][N:8]2[CH:11]=[N:12][CH:13]=[C:7]2[C:6]=1[NH:14][C:15]1[CH:20]=[CH:19][C:18]([S:21][CH3:22])=[CH:17][C:16]=1[F:23])=[O:4].[OH-].[Na+].[CH:26]([O:28][CH2:29][CH2:30][O:31][NH2:32])=[CH2:27].CCN=C=NCCCN(C)C.C1C=CC2N(O)N=NC=2C=1. Product: [CH:26]([O:28][CH2:29][CH2:30][O:31][NH:32][C:3]([C:5]1[CH:10]=[CH:9][N:8]2[CH:11]=[N:12][CH:13]=[C:7]2[C:6]=1[NH:14][C:15]1[CH:20]=[CH:19][C:18]([S:21][CH3:22])=[CH:17][C:16]=1[F:23])=[O:4])=[CH2:27]. (3) Reactant: C([N:8]1[CH:14]([CH3:15])[CH2:13][CH2:12][O:11][CH2:10][CH2:9]1)C1C=CC=CC=1.[Cl:16]C(OCCCl)=O. Product: [ClH:16].[CH3:15][CH:14]1[CH2:13][CH2:12][O:11][CH2:10][CH2:9][NH:8]1. The catalyst class is: 26. (4) Reactant: [CH:1]([C:3]1[CH:8]=[C:7]([CH3:9])[N:6]=[C:5]([C:10]([O:12][CH3:13])=[O:11])[CH:4]=1)=[O:2].[OH:14]OS([O-])=O.[K+].Cl.O. Product: [CH3:13][O:12][C:10]([C:5]1[CH:4]=[C:3]([CH:8]=[C:7]([CH3:9])[N:6]=1)[C:1]([OH:14])=[O:2])=[O:11]. The catalyst class is: 3. (5) Reactant: [Cl:1][C:2]1[N:7]=[C:6](Cl)[CH:5]=[CH:4][N:3]=1.[NH2:9][CH:10]1[CH2:26][CH2:25][C:13]2([CH2:17][N:16]([C:18]([O:20][C:21]([CH3:24])([CH3:23])[CH3:22])=[O:19])[CH2:15][CH2:14]2)[CH2:12][CH2:11]1.CCN(CC)CC. The catalyst class is: 14. Product: [Cl:1][C:2]1[N:7]=[C:6]([NH:9][CH:10]2[CH2:11][CH2:12][C:13]3([CH2:17][N:16]([C:18]([O:20][C:21]([CH3:22])([CH3:23])[CH3:24])=[O:19])[CH2:15][CH2:14]3)[CH2:25][CH2:26]2)[CH:5]=[CH:4][N:3]=1.